Dataset: Forward reaction prediction with 1.9M reactions from USPTO patents (1976-2016). Task: Predict the product of the given reaction. (1) The product is: [CH:1]1([C:6]([N:8]2[CH2:9][CH:10]([C:22]3[O:24][N:31]=[C:27]([CH2:28][CH2:29][CH3:30])[N:26]=3)[CH2:11][CH:12]([C:14]3[CH:19]=[CH:18][C:17]([CH2:20][CH3:21])=[CH:16][CH:15]=3)[CH2:13]2)=[O:7])[CH2:2][CH2:3][CH2:4][CH2:5]1. Given the reactants [CH:1]1([C:6]([N:8]2[CH2:13][CH:12]([C:14]3[CH:19]=[CH:18][C:17]([CH2:20][CH3:21])=[CH:16][CH:15]=3)[CH2:11][CH:10]([C:22]([OH:24])=O)[CH2:9]2)=[O:7])[CH2:5][CH2:4][CH2:3][CH2:2]1.O[NH:26][C:27](=[NH:31])[CH2:28][CH2:29][CH3:30], predict the reaction product. (2) Given the reactants [N+:1]([CH2:3][C:4]([O:6]C)=O)#[C-:2].[C:8]([O:12][C:13]([N:15]1[CH2:20][CH2:19][NH:18][CH2:17][CH2:16]1)=[O:14])([CH3:11])([CH3:10])[CH3:9], predict the reaction product. The product is: [N+:1]([CH2:3][C:4]([N:18]1[CH2:17][CH2:16][N:15]([C:13]([O:12][C:8]([CH3:11])([CH3:10])[CH3:9])=[O:14])[CH2:20][CH2:19]1)=[O:6])#[C-:2]. (3) Given the reactants [CH3:1][O:2][C:3](=[O:22])[C:4]1[CH:9]=[C:8]([CH:10]([OH:13])[CH2:11][CH3:12])[C:7]([C:14]([F:17])([F:16])[F:15])=[CH:6][C:5]=1[NH:18]C(=O)C.O.[C:24]1(C)[CH:29]=CC(S(O)(=O)=O)=C[CH:25]=1, predict the reaction product. The product is: [CH3:1][O:2][C:3](=[O:22])[C:4]1[CH:9]=[C:8]([CH:10]([O:13][CH:24]([CH3:29])[CH3:25])[CH2:11][CH3:12])[C:7]([C:14]([F:15])([F:16])[F:17])=[CH:6][C:5]=1[NH2:18]. (4) The product is: [OH:23][C:9]1[C:10]2[C:15](=[CH:14][CH:13]=[CH:12][C:11]=2[O:16][C:17]2[CH:22]=[CH:21][CH:20]=[CH:19][CH:18]=2)[C:6]([CH3:5])=[N:7][C:8]=1[C:24]([O:26][CH3:27])=[O:25]. Given the reactants C(O[CH2:5][C:6]1[C:15]2[C:10](=[C:11]([O:16][C:17]3[CH:22]=[CH:21][CH:20]=[CH:19][CH:18]=3)[CH:12]=[CH:13][CH:14]=2)[C:9]([OH:23])=[C:8]([C:24]([O:26][CH3:27])=[O:25])[N:7]=1)(=O)C.C([O-])([O-])=O.[Na+].[Na+], predict the reaction product. (5) Given the reactants C([O:3][C:4](=O)[C:5]1[CH:10]=[CH:9][C:8]([Cl:11])=[C:7]([O:12][CH2:13][CH3:14])[CH:6]=1)C.[H-].C([Al+]CC(C)C)C(C)C, predict the reaction product. The product is: [Cl:11][C:8]1[CH:9]=[CH:10][C:5]([CH2:4][OH:3])=[CH:6][C:7]=1[O:12][CH2:13][CH3:14]. (6) Given the reactants [Cl:1][C:2]1[CH:7]=[C:6](I)[CH:5]=[CH:4][C:3]=1[NH:9][C:10](=[O:18])[CH:11]([O:14][C:15](=[O:17])[CH3:16])[CH2:12]C.[NH2:19][C:20]1[CH:25]=[CH:24][C:23]([SH:26])=[CH:22][CH:21]=1.[C:27](=O)([O-])[O-].[K+].[K+], predict the reaction product. The product is: [Cl:1][C:2]1[CH:7]=[C:6]([S:26][C:23]2[CH:24]=[CH:25][C:20]([NH2:19])=[CH:21][CH:22]=2)[CH:5]=[CH:4][C:3]=1[NH:9][C:10](=[O:18])[C:11]([O:14][C:15](=[O:17])[CH3:16])([CH3:12])[CH3:27].